This data is from Antibody developability classification from SAbDab with 2,409 antibodies. The task is: Regression/Classification. Given an antibody's heavy chain and light chain sequences, predict its developability. TAP uses regression for 5 developability metrics; SAbDab uses binary classification. (1) The antibody is ['QVQLQQPGAELVKPGASVKLSCKASGYTFTSYWMHWVKQRPGRGLEWIGRIDPNSGGTKYNEKFKSKATLTVDKPSSTAYMQLSSLTSEDSAVYYCARYDYYGSSYFDYWGQGTTLTVSS', 'QAVVTQESALTTSPGETVTLTCRSSTGAVTTSNYANWVQEKPDHLFTGLIGGTNNRAPGVPARFSGSLIGDKAALTITGAQTEDEAIYFCALWYSNHWVFGGGTKLTVL']. Result: 0 (not developable). (2) The antibody is ['EVQLQQSGPELEKPGASVKISCKASGYSFTGYNMNWVKQSNGKSLEWIGNIDPYYGGISYNQKFKGRATLTVDKSSSTAYMQLKSLTSEDSAVYYCARSRTDLYYFDYWGQGTTLTVSS', 'DIQMTQSPASLSASVGETVTITCRASKNIYSYLAWYQQKQGKSPQLLVYNAKTLGEGVPSRFSGSGSGTQFSLKINSLQPEDFGSYYCQHHYGTPYTFGGGTKLEIK']. Result: 1 (developable). (3) The antibody is ['EVQLLESGGGLVQPGGSLRLSCAASGFTFSTYAMSWVRQAPGKGLEWVSGISGSGGSTYYADSVKGRFTTSRDNSKNTLYLQMNSLRAEDTAVYYCAKFSGKDCSGTSCRDYWGQGTLVTVSS', 'QLVLTQSPSASASLGASVRLTCTLSSGHSSYVIAWHQQQSEKGPRYLMKVNSDGSHSKGDGIPDRFSGSSSGAERYLTISSLQSEDEADYYCQTWGAGILVFGGGTKLTVL']. Result: 0 (not developable). (4) The antibody is ['EVQLEESGGRLVQPKGSLKLSCAASGFSFNTNAMNWVRQAPGKGLEWVARIRSKINNYSTYYADSVKDRFTISRDDSQSMLYLQMNNLKTEDTAMYYCVRGTTYWGQGTLVTVSA', 'DVVMTQTPLTLSVTIGQPASISCKSSQSLLDSDGKTYLNWLLQRPGQSPKRLIYLVSKLDSGVPDRFTGSGSGTDFTLKISRVEAEDLGVYYCWQGSHFPYTFGGGTKLEIK']. Result: 0 (not developable). (5) The antibody is ['EVQLVESGGGLVQPKGSLKISCAASGFTFNIYAMNWVRQAPGKGLEWVARIRSQSNNYTTYYADSVKDRFTISRDDSQSMLYLQMNNLKTEDTAMYYCVRQMGDYWGQGTTLTVSS', 'YIQMTQSPASLSVSVGETVTITCRASENIYSFLAWYQQKQGKSPQLLVYAATNLADGVPSRFSGSGSGTQFSLKINSLQSEDFGTYYCQHFWGTPFTFGSGTKLEIK']. Result: 0 (not developable). (6) The antibody is ['EVTLKESGPVLVKPTETLTLTCTVSGFSLSTYGVGVGWIRQPPGKALEWLAHIWWDDVKRYNPALKSRLTISKDTSKSQVVLTMTNMDPVDTATYYCARLGSDYDVWFDYWGQGTLVTVSS', 'EIVLTQSPATLSLSPGERATLSCRASKSISKYLAWYQQKPGQAPRLLIYSGSTLQSGIPARFSGSGSGTDFTLTISSLEPEDFAVYYCQQHDYPYTFGQGTKLEIK']. Result: 0 (not developable). (7) Result: 0 (not developable). The antibody is ['QVQLVQSGAEVKKPGASVKVSCKTSGYSFSTYGVSWVRQAPGQGPEWVGWISAYTGITDYAQKFQGRVTLTTDATTATAFLDLRSLRPDDTATYFCARDKVQGRVEVGSGGRHDYWGQGTLVIVSS', 'EVVLTQSPGTLALPPGERATLSCRASHRVGSTYIAWYQQKSGQAPRRLIYGASNRATDIPDRFSGSGSGTDFTLTIRRLEPEDSAVYYCQQFSVSPWTFGQGTRVEIK']. (8) The antibody is ['EVQLLESGGGLVQPGGSLRLSCAASGFTFSIYSMNWVRQAPGKGLEWVSSIGSSGGTTYYADSVKGRFTISRDNSKNTLYLQMNSLRAEDTAVYYCAGSQWLYGMDVWGQGTTVTVSS', 'DIQMTQSPSSLSASVGDRVTITCRSSQRIMTYLNWYQQKPGKAPKLLIFVASHSQSGVPSRFRGSGSETDFTLTISGLQPEDSATYYCQQSFWTPLTFGGGTKVEIK']. Result: 0 (not developable).